From a dataset of Reaction yield outcomes from USPTO patents with 853,638 reactions. Predict the reaction yield, written as a fraction of the theoretical maximum amount of product (1.0 means a 100% yield; for example, 0.34 means a 34% yield). (1) The reactants are ClCCl.C([O:8][C:9]([N:11]1[CH2:16][CH2:15][N:14]([C:17]2[CH:22]=[CH:21][C:20]([C:23]3[C:32]4[C:27](=[CH:28][CH:29]=[C:30]([C:33]([O:35][CH2:36][CH2:37][Si:38]([CH3:41])([CH3:40])[CH3:39])=[O:34])[CH:31]=4)[CH:26]=[N:25][CH:24]=3)=[CH:19][CH:18]=2)[CH2:13][CH2:12]1)=O)(C)(C)C.F[C:43](F)(F)C(O)=O. The catalyst is N1C=CC=CC=1.C(O)(=O)C. The product is [C:9]([N:11]1[CH2:12][CH2:13][N:14]([C:17]2[CH:22]=[CH:21][C:20]([C:23]3[C:32]4[C:27](=[CH:28][CH:29]=[C:30]([C:33]([O:35][CH2:36][CH2:37][Si:38]([CH3:41])([CH3:39])[CH3:40])=[O:34])[CH:31]=4)[CH:26]=[N:25][CH:24]=3)=[CH:19][CH:18]=2)[CH2:15][CH2:16]1)(=[O:8])[CH3:43]. The yield is 0.580. (2) The reactants are Cl.[Cl:2][C:3]1[N:4]=[C:5]([C:10]([NH:12][C@H:13]2[CH2:18][CH2:17][NH:16][CH2:15][C@H:14]2[O:19][CH2:20][CH3:21])=[O:11])[NH:6][C:7]=1[CH2:8][CH3:9].Cl[C:23]1[N:28]=[CH:27][CH:26]=[CH:25][N:24]=1.C(=O)([O-])[O-].[Na+].[Na+]. The catalyst is CN(C=O)C. The product is [Cl:2][C:3]1[N:4]=[C:5]([C:10]([NH:12][C@H:13]2[CH2:18][CH2:17][N:16]([C:23]3[N:28]=[CH:27][CH:26]=[CH:25][N:24]=3)[CH2:15][C@H:14]2[O:19][CH2:20][CH3:21])=[O:11])[NH:6][C:7]=1[CH2:8][CH3:9]. The yield is 0.220. (3) The catalyst is C1(C)C=CC=CC=1.C1C=CC(P(C2C=CC=CC=2)[C-]2C=CC=C2)=CC=1.C1C=CC(P(C2C=CC=CC=2)[C-]2C=CC=C2)=CC=1.Cl[Pd]Cl.[Fe+2]. The yield is 0.780. The product is [C:1]([C:5]1[CH:6]=[CH:7][C:8]([N:11]2[CH:12]([C:31]3[CH:36]=[CH:35][C:34]([N+:37]([O-:39])=[O:38])=[CH:33][CH:32]=3)[CH2:13][CH2:14][CH:15]2[C:16]2[CH:21]=[CH:20][C:19]([C:45]3[N:44]=[C:43]([C@@H:46]4[CH2:50][CH2:49][CH2:48][N:47]4[C:51]([O:53][C:54]([CH3:57])([CH3:56])[CH3:55])=[O:52])[NH:42][CH:41]=3)=[CH:18][CH:17]=2)=[CH:9][CH:10]=1)([CH3:2])([CH3:4])[CH3:3]. The reactants are [C:1]([C:5]1[CH:10]=[CH:9][C:8]([N:11]2[CH:15]([C:16]3[CH:21]=[CH:20][C:19](B4OC(C)(C)C(C)(C)O4)=[CH:18][CH:17]=3)[CH2:14][CH2:13][CH:12]2[C:31]2[CH:36]=[CH:35][C:34]([N+:37]([O-:39])=[O:38])=[CH:33][CH:32]=2)=[CH:7][CH:6]=1)([CH3:4])([CH3:3])[CH3:2].Br[C:41]1[N:42]=[C:43]([C@@H:46]2[CH2:50][CH2:49][CH2:48][N:47]2[C:51]([O:53][C:54]([CH3:57])([CH3:56])[CH3:55])=[O:52])[NH:44][CH:45]=1.C(O)C.C(=O)(O)[O-].[Na+]. (4) The reactants are [F:1][C:2]1[CH:3]=[C:4]([CH:53]=[C:54]([F:56])[CH:55]=1)[CH2:5][C:6]1[CH:7]=[C:8]2[C:12](=[CH:13][CH:14]=1)[N:11]([C:15]([C:28]1[CH:33]=[CH:32][CH:31]=[CH:30][CH:29]=1)([C:22]1[CH:27]=[CH:26][CH:25]=[CH:24][CH:23]=1)[C:16]1[CH:21]=[CH:20][CH:19]=[CH:18][CH:17]=1)[N:10]=[C:9]2[NH:34][C:35](=[O:52])[C:36]1[CH:41]=[CH:40][C:39]([N:42]2[CH2:47][CH2:46][N:45]([CH3:48])[CH2:44][CH2:43]2)=[CH:38][C:37]=1[N+:49]([O-])=O.C([O-])=O.[NH4+]. The catalyst is CO.[Pd]. The product is [NH2:49][C:37]1[CH:38]=[C:39]([N:42]2[CH2:47][CH2:46][N:45]([CH3:48])[CH2:44][CH2:43]2)[CH:40]=[CH:41][C:36]=1[C:35]([NH:34][C:9]1[C:8]2[C:12](=[CH:13][CH:14]=[C:6]([CH2:5][C:4]3[CH:53]=[C:54]([F:56])[CH:55]=[C:2]([F:1])[CH:3]=3)[CH:7]=2)[N:11]([C:15]([C:28]2[CH:33]=[CH:32][CH:31]=[CH:30][CH:29]=2)([C:22]2[CH:27]=[CH:26][CH:25]=[CH:24][CH:23]=2)[C:16]2[CH:21]=[CH:20][CH:19]=[CH:18][CH:17]=2)[N:10]=1)=[O:52]. The yield is 0.870. (5) The reactants are [F:1][C:2]([F:18])([F:17])[CH:3]([C:5]1[CH:10]=[CH:9][CH:8]=[CH:7][C:6]=1[C:11]1[C:15]([CH3:16])=[CH:14][S:13][CH:12]=1)[OH:4].[NH2:19][C:20]1[N:25]=[C:24](Cl)[CH:23]=[C:22]([Cl:27])[N:21]=1.C(=O)([O-])[O-].[Cs+].[Cs+].O1CCOCC1. The catalyst is C(OCC)(=O)C. The product is [Cl:27][C:22]1[CH:23]=[C:24]([O:4][CH:3]([C:5]2[CH:10]=[CH:9][CH:8]=[CH:7][C:6]=2[C:11]2[C:15]([CH3:16])=[CH:14][S:13][CH:12]=2)[C:2]([F:1])([F:17])[F:18])[N:25]=[C:20]([NH2:19])[N:21]=1. The yield is 0.760. (6) The reactants are [Cl:1][C:2]1[CH:15]=[C:14]2[C:5]([N:6]=[C:7]3[C:12](=[C:13]2[C:16]([F:19])([F:18])[CH3:17])[CH:11]=[CH:10][CH:9]=[N:8]3)=[CH:4][CH:3]=1.[C-:20]#[N:21].[Na+]. The catalyst is CN(C=O)C. The product is [Cl:1][C:2]1[CH:3]=[CH:4][C:5]2[NH:6][C:7]3[N:8]=[CH:9][CH:10]=[CH:11][C:12]=3[C:13]([C:20]#[N:21])([C:16]([F:19])([F:18])[CH3:17])[C:14]=2[CH:15]=1. The yield is 0.700. (7) The catalyst is C1COCC1. The product is [F:1][C:2]1[CH:3]=[C:4]2[C:8](=[CH:9][CH:10]=1)[NH:7][C:6](=[O:11])[C:5]2=[C:44]1[C:39]2[C:40](=[N:41][C:36]([CH2:35][CH2:34][CH2:33][N:30]3[CH2:29][CH2:28][CH:27]([C:25]([OH:26])=[O:24])[CH2:32][CH2:31]3)=[CH:37][CH:38]=2)[CH2:42][O:43]1. The reactants are [F:1][C:2]1[CH:3]=[C:4]2[C:8](=[CH:9][CH:10]=1)[NH:7][C:6](=[O:11])[CH2:5]2.C[Si]([N-][Si](C)(C)C)(C)C.[Li+].C([O:24][C:25]([CH:27]1[CH2:32][CH2:31][N:30]([CH2:33][CH2:34][CH2:35][C:36]2[N:41]=[C:40]3[CH2:42][O:43][C:44](=O)[C:39]3=[CH:38][CH:37]=2)[CH2:29][CH2:28]1)=[O:26])C.Cl.C([O-])(O)=O.[Na+]. The yield is 0.330.